Dataset: Reaction yield outcomes from USPTO patents with 853,638 reactions. Task: Predict the reaction yield, written as a fraction of the theoretical maximum amount of product (1.0 means a 100% yield; for example, 0.34 means a 34% yield). (1) The reactants are [NH2:1][C:2]1[C:3]([CH3:24])=[C:4]([CH:21]=[CH:22][CH:23]=1)[O:5][C:6]1[CH:7]=[CH:8][C:9]2[N:10]([CH:12]=[C:13]([NH:15][C:16]([CH:18]3[CH2:20][CH2:19]3)=[O:17])[N:14]=2)[N:11]=1.[CH3:25][N:26]1[C:30]([C:31](Cl)=[O:32])=[CH:29][C:28]([CH3:34])=[N:27]1.C(N(CC)CC)C. The catalyst is O1CCCC1. The product is [CH:18]1([C:16]([NH:15][C:13]2[N:14]=[C:9]3[CH:8]=[CH:7][C:6]([O:5][C:4]4[C:3]([CH3:24])=[C:2]([NH:1][C:31]([C:30]5[N:26]([CH3:25])[N:27]=[C:28]([CH3:34])[CH:29]=5)=[O:32])[CH:23]=[CH:22][CH:21]=4)=[N:11][N:10]3[CH:12]=2)=[O:17])[CH2:20][CH2:19]1. The yield is 0.820. (2) The reactants are Br[C:2]1[CH:3]=[CH:4][C:5]([N+:15]([O-:17])=[O:16])=[C:6]([NH:8][C:9]2[CH:14]=[CH:13][CH:12]=[CH:11][CH:10]=2)[CH:7]=1.[NH:18]1[CH2:23][CH2:22][O:21][CH2:20][CH2:19]1. The catalyst is CN1C(=O)CCC1. The product is [O:21]1[CH2:22][CH2:23][N:18]([C:2]2[CH:3]=[CH:4][C:5]([N+:15]([O-:17])=[O:16])=[C:6]([NH:8][C:9]3[CH:14]=[CH:13][CH:12]=[CH:11][CH:10]=3)[CH:7]=2)[CH2:19][CH2:20]1. The yield is 0.800. (3) The reactants are [Cl:1][C:2]1[CH:7]=[CH:6][C:5]([OH:8])=[C:4]([F:9])[CH:3]=1.[OH-].[K+].Cl[C:13]1[C:18]([C:19]#[N:20])=[CH:17][N:16]=[C:15]2[C:21]3[CH:27]=[CH:26][CH:25]=[CH:24][C:22]=3[S:23][C:14]=12. The catalyst is C(OCC)(=O)C. The product is [Cl:1][C:2]1[CH:7]=[CH:6][C:5]([O:8][C:13]2[C:18]([C:19]#[N:20])=[CH:17][N:16]=[C:15]3[C:21]4[CH:27]=[CH:26][CH:25]=[CH:24][C:22]=4[S:23][C:14]=23)=[C:4]([F:9])[CH:3]=1. The yield is 0.550.